From a dataset of Full USPTO retrosynthesis dataset with 1.9M reactions from patents (1976-2016). Predict the reactants needed to synthesize the given product. (1) Given the product [CH3:22][N:23]([CH3:24])[C:2]1[N:7]=[CH:6][C:5]([C:8]2[N:12]3[CH:13]=[CH:14][CH:15]=[CH:16][C:11]3=[N:10][C:9]=2[C:17]([O:19][CH2:20][CH3:21])=[O:18])=[CH:4][CH:3]=1, predict the reactants needed to synthesize it. The reactants are: F[C:2]1[N:7]=[CH:6][C:5]([C:8]2[N:12]3[CH:13]=[CH:14][CH:15]=[CH:16][C:11]3=[N:10][C:9]=2[C:17]([O:19][CH2:20][CH3:21])=[O:18])=[CH:4][CH:3]=1.[CH3:22][NH:23][CH3:24]. (2) Given the product [Br:1][C:2]1[N:3]=[C:4]2[N:9]([CH2:10][C:11]3[CH:12]=[C:13]4[C:18](=[CH:19][CH:20]=3)[N:17]=[CH:16][N:15]=[CH:14]4)[N:21]=[N:8][C:5]2=[N:6][CH:7]=1, predict the reactants needed to synthesize it. The reactants are: [Br:1][C:2]1[N:3]=[C:4]([NH:9][CH2:10][C:11]2[CH:12]=[C:13]3[C:18](=[CH:19][CH:20]=2)[N:17]=[CH:16][N:15]=[CH:14]3)[C:5]([NH2:8])=[N:6][CH:7]=1.[N:21](OCCC(C)C)=O. (3) Given the product [N:42]1([NH:41][C:20]([C:17]2[NH:18][N:19]=[C:15]([O:14][CH2:13][C:12]3[C:8]([C:5]4[CH:4]=[CH:3][C:2]([F:1])=[CH:7][N:6]=4)=[N:9][O:10][C:11]=3[CH3:23])[CH:16]=2)=[O:22])[CH2:43][CH2:40][CH2:39][CH2:38]1, predict the reactants needed to synthesize it. The reactants are: [F:1][C:2]1[CH:3]=[CH:4][C:5]([C:8]2[C:12]([CH2:13][O:14][C:15]3[CH:16]=[C:17]([C:20]([OH:22])=O)[NH:18][N:19]=3)=[C:11]([CH3:23])[O:10][N:9]=2)=[N:6][CH:7]=1.FC1C=CC(C2C(CO[C:38]3[CH:39]=[C:40]([C:43](O)=O)[NH:41][N:42]=3)=C(C)ON=2)=CC=1. (4) Given the product [CH2:12]([S:19][CH2:2][CH2:3][CH2:4][CH2:5][CH2:6][CH2:7][CH2:8][C:9]([OH:11])=[O:10])[CH2:13][CH2:14][CH2:15][CH2:16][CH2:17][CH3:18], predict the reactants needed to synthesize it. The reactants are: Br[CH2:2][CH2:3][CH2:4][CH2:5][CH2:6][CH2:7][CH2:8][C:9]([OH:11])=[O:10].[CH2:12]([SH:19])[CH2:13][CH2:14][CH2:15][CH2:16][CH2:17][CH3:18].Cl. (5) Given the product [Cl:1][C:2]1[CH:3]=[C:4]([CH:22]=[C:23]([O:25][CH3:26])[CH:24]=1)[C:5]([NH:7][CH2:8][C:9]1[CH:19]=[CH:18][C:17]([C:20]#[N:21])=[CH:16][C:10]=1[O:11][CH2:12][C:13](=[O:15])[NH:27][CH2:28][CH:29]1[CH2:31][CH2:30]1)=[O:6], predict the reactants needed to synthesize it. The reactants are: [Cl:1][C:2]1[CH:3]=[C:4]([CH:22]=[C:23]([O:25][CH3:26])[CH:24]=1)[C:5]([NH:7][CH2:8][C:9]1[CH:19]=[CH:18][C:17]([C:20]#[N:21])=[CH:16][C:10]=1[O:11][CH2:12][C:13]([OH:15])=O)=[O:6].[NH2:27][CH2:28][CH:29]1[CH2:31][CH2:30]1. (6) The reactants are: [OH-].[Li+].[C:3]([O:7][C:8]([N:10]1[C:15]2[CH:16]=[C:17]([Cl:26])[C:18]([O:20][CH2:21][C:22]([O:24]C)=[O:23])=[CH:19][C:14]=2[O:13][CH:12]([C:27]([N:29]2[CH2:34][CH2:33][C:32]([C:43]#[N:44])([CH2:35][C:36]3[CH:41]=[CH:40][C:39]([F:42])=[CH:38][CH:37]=3)[CH2:31][CH2:30]2)=[O:28])[CH2:11]1)=[O:9])([CH3:6])([CH3:5])[CH3:4]. Given the product [C:3]([O:7][C:8]([N:10]1[C:15]2[CH:16]=[C:17]([Cl:26])[C:18]([O:20][CH2:21][C:22]([OH:24])=[O:23])=[CH:19][C:14]=2[O:13][CH:12]([C:27]([N:29]2[CH2:34][CH2:33][C:32]([C:43]#[N:44])([CH2:35][C:36]3[CH:41]=[CH:40][C:39]([F:42])=[CH:38][CH:37]=3)[CH2:31][CH2:30]2)=[O:28])[CH2:11]1)=[O:9])([CH3:6])([CH3:4])[CH3:5], predict the reactants needed to synthesize it.